This data is from Full USPTO retrosynthesis dataset with 1.9M reactions from patents (1976-2016). The task is: Predict the reactants needed to synthesize the given product. Given the product [Cl:27][C:23]1[C:24]([CH3:26])=[CH:25][C:20]([O:19][CH2:18][CH2:17][CH2:16][C:7]2[C:6]3[C:10](=[C:2]([C:31]4[CH:32]=[N:33][CH:34]=[CH:35][C:30]=4[CH3:29])[CH:3]=[CH:4][CH:5]=3)[NH:9][C:8]=2[C:11]([O:13][CH2:14][CH3:15])=[O:12])=[CH:21][C:22]=1[CH3:28], predict the reactants needed to synthesize it. The reactants are: Br[C:2]1[CH:3]=[CH:4][CH:5]=[C:6]2[C:10]=1[NH:9][C:8]([C:11]([O:13][CH2:14][CH3:15])=[O:12])=[C:7]2[CH2:16][CH2:17][CH2:18][O:19][C:20]1[CH:25]=[C:24]([CH3:26])[C:23]([Cl:27])=[C:22]([CH3:28])[CH:21]=1.[CH3:29][C:30]1[CH:35]=[CH:34][N:33]=[CH:32][C:31]=1B(O)O.